From a dataset of Forward reaction prediction with 1.9M reactions from USPTO patents (1976-2016). Predict the product of the given reaction. (1) Given the reactants [CH3:1][C:2]1[N:6]([CH2:7][CH2:8][C:9]2[CH:14]=[CH:13][CH:12]=[CH:11][CH:10]=2)[C:5]([CH:15]=[O:16])=[N:4][C:3]=1[C:17]1[CH:22]=[CH:21][CH:20]=[CH:19][CH:18]=1.O[CH:24]1[CH2:29][CH2:28][N:27]([CH3:30])[CH2:26][CH2:25]1.CS(O)(=O)=O.C([O-])([O-])=O.[Na+].[Na+], predict the reaction product. The product is: [CH3:1][C:2]1[N:6]2[C:5]([CH:15]([O:16][CH:24]3[CH2:29][CH2:28][N:27]([CH3:30])[CH2:26][CH2:25]3)[C:10]3[CH:11]=[CH:12][CH:13]=[CH:14][C:9]=3[CH2:8][CH2:7]2)=[N:4][C:3]=1[C:17]1[CH:22]=[CH:21][CH:20]=[CH:19][CH:18]=1. (2) Given the reactants CC1(C)[O:7][CH2:6][C:5]([NH:32]C(=O)OC(C)(C)C)([CH2:8][N:9]2[C:17]3[C:12](=[CH:13][C:14]([CH2:18][CH2:19][C:20]4[CH:25]=[C:24]([O:26][CH3:27])[C:23]([O:28][CH3:29])=[C:22]([O:30][CH3:31])[CH:21]=4)=[CH:15][CH:16]=3)[CH2:11][CH2:10]2)[CH2:4][O:3]1.CC1(C)OCC(NC(=O)OC(C)(C)C)(CNC2C=CC(CCCCCCCC)=CC=2)CO1, predict the reaction product. The product is: [NH2:32][C:5]([CH2:8][N:9]1[C:17]2[C:12](=[CH:13][C:14]([CH2:18][CH2:19][C:20]3[CH:25]=[C:24]([O:26][CH3:27])[C:23]([O:28][CH3:29])=[C:22]([O:30][CH3:31])[CH:21]=3)=[CH:15][CH:16]=2)[CH2:11][CH2:10]1)([CH2:4][OH:3])[CH2:6][OH:7]. (3) Given the reactants COC1C=C(NC2C3C(=C(C)C=C(S(C4C=CC=C(C(=O)NCCCCCCCC=O)C=4)(=O)=O)C=3)N=CC=2C(N)=O)C=CC=1.[OH:45][CH2:46][CH2:47][CH2:48][CH2:49][CH2:50][CH2:51][N:52]([CH3:87])[C:53]([C:55]1[CH:56]=[C:57]([S:61]([C:64]2[CH:65]=[C:66]3[C:71](=[C:72]([CH3:74])[CH:73]=2)[N:70]=[CH:69][C:68]([C:75]([NH2:77])=[O:76])=[C:67]3[NH:78][C:79]2[CH:84]=[CH:83][CH:82]=[C:81]([O:85][CH3:86])[CH:80]=2)(=[O:63])=[O:62])[CH:58]=[CH:59][CH:60]=1)=[O:54], predict the reaction product. The product is: [CH3:86][O:85][C:81]1[CH:80]=[C:79]([NH:78][C:67]2[C:66]3[C:71](=[C:72]([CH3:74])[CH:73]=[C:64]([S:61]([C:57]4[CH:58]=[CH:59][CH:60]=[C:55]([C:53](=[O:54])[N:52]([CH3:87])[CH2:51][CH2:50][CH2:49][CH2:48][CH2:47][CH:46]=[O:45])[CH:56]=4)(=[O:63])=[O:62])[CH:65]=3)[N:70]=[CH:69][C:68]=2[C:75]([NH2:77])=[O:76])[CH:84]=[CH:83][CH:82]=1. (4) Given the reactants [OH:1][C@H:2]1[CH2:6][CH2:5][N:4]([C:7]2[CH:12]=[CH:11][CH:10]=[C:9]([C:13]([F:16])([F:15])[F:14])[C:8]=2[CH2:17][N:18]2[CH2:23][CH2:22][N:21]([C:24]([O:26][C:27]([CH3:30])([CH3:29])[CH3:28])=[O:25])[CH2:20][CH2:19]2)[CH2:3]1.[H-].[Na+].[CH2:33](Br)[C:34]#[CH:35], predict the reaction product. The product is: [CH2:35]([O:1][C@H:2]1[CH2:6][CH2:5][N:4]([C:7]2[CH:12]=[CH:11][CH:10]=[C:9]([C:13]([F:16])([F:14])[F:15])[C:8]=2[CH2:17][N:18]2[CH2:19][CH2:20][N:21]([C:24]([O:26][C:27]([CH3:30])([CH3:29])[CH3:28])=[O:25])[CH2:22][CH2:23]2)[CH2:3]1)[C:34]#[CH:33]. (5) Given the reactants C([O:8][CH2:9][CH2:10][O:11][CH2:12][C:13]([NH:16][C:17](=[O:23])[O:18][C:19]([CH3:22])([CH3:21])[CH3:20])([CH3:15])[CH3:14])C1C=CC=CC=1, predict the reaction product. The product is: [OH:8][CH2:9][CH2:10][O:11][CH2:12][C:13]([NH:16][C:17](=[O:23])[O:18][C:19]([CH3:22])([CH3:21])[CH3:20])([CH3:15])[CH3:14]. (6) Given the reactants [C:1]([O:5][C:6](=[O:20])[NH:7][CH:8]([CH3:19])[CH2:9][C:10]1[CH:15]=[CH:14][CH:13]=[C:12]([N+:16]([O-])=O)[CH:11]=1)([CH3:4])([CH3:3])[CH3:2], predict the reaction product. The product is: [C:1]([O:5][C:6](=[O:20])[NH:7][CH:8]([CH3:19])[CH2:9][C:10]1[CH:15]=[CH:14][CH:13]=[C:12]([NH2:16])[CH:11]=1)([CH3:4])([CH3:2])[CH3:3]. (7) Given the reactants [CH2:1]([O:3][CH:4]([N:8]1[CH2:16][C:15]2[C:10](=[CH:11][CH:12]=[CH:13][C:14]=2[CH3:17])[C:9]1=[O:18])[C:5]([OH:7])=O)[CH3:2].C([O-])(=O)C.[NH2:23][CH2:24][C:25]1[CH:32]=[CH:31][C:28]([C:29]#[N:30])=[CH:27][C:26]=1[N+:33]([O-:35])=[O:34], predict the reaction product. The product is: [C:29]([C:28]1[CH:31]=[CH:32][C:25]([CH2:24][NH:23][C:5](=[O:7])[CH:4]([O:3][CH2:1][CH3:2])[N:8]2[CH2:16][C:15]3[C:10](=[CH:11][CH:12]=[CH:13][C:14]=3[CH3:17])[C:9]2=[O:18])=[C:26]([N+:33]([O-:35])=[O:34])[CH:27]=1)#[N:30].